Dataset: Retrosynthesis with 50K atom-mapped reactions and 10 reaction types from USPTO. Task: Predict the reactants needed to synthesize the given product. (1) Given the product O=C1O[C@]2(CCN(C(=O)c3ccc(-c4ccccc4)cc3)C2)c2ccccc21, predict the reactants needed to synthesize it. The reactants are: O=C(Cl)c1ccc(-c2ccccc2)cc1.O=C1OC2(CCNC2)c2ccccc21. (2) Given the product CCCC(C(=O)OC)c1c(C)nc(N2CCCCC2)nc1N1CCCCC1, predict the reactants needed to synthesize it. The reactants are: C1CCNCC1.CCCC(C(=O)OC)c1c(C)nc(N2CCCCC2)nc1Cl. (3) Given the product NCC(O)c1ccc(F)cc1, predict the reactants needed to synthesize it. The reactants are: O=[N+]([O-])CC(O)c1ccc(F)cc1. (4) Given the product O=C(NCc1ccccc1Br)c1ccc(Cl)c([N+](=O)[O-])c1, predict the reactants needed to synthesize it. The reactants are: NCc1ccccc1Br.O=C(Cl)c1ccc(Cl)c([N+](=O)[O-])c1. (5) Given the product CCCCCc1sc(C(=O)O)nc1-c1ccccc1, predict the reactants needed to synthesize it. The reactants are: CCCCCc1sc(C(=O)OCC)nc1-c1ccccc1. (6) The reactants are: COC(=O)CN1C(=O)[C@@H](NC(=O)OC(C)(C)C)CNc2ccccc21. Given the product COC(=O)CN1C(=O)[C@@H](N)CNc2ccccc21, predict the reactants needed to synthesize it. (7) The reactants are: C#C[Si](C)(C)C.CC(C)(C)C(=O)OC[C@H]1O[C@@H](Oc2n[nH]c3cccc(Br)c23)[C@H](OC(=O)C(C)(C)C)[C@@H](OC(=O)C(C)(C)C)[C@@H]1OC(=O)C(C)(C)C. Given the product CC(C)(C)C(=O)OC[C@H]1O[C@@H](Oc2n[nH]c3cccc(C#C[Si](C)(C)C)c23)[C@H](OC(=O)C(C)(C)C)[C@@H](OC(=O)C(C)(C)C)[C@@H]1OC(=O)C(C)(C)C, predict the reactants needed to synthesize it. (8) Given the product CC[C@@H](CN(C)S(=O)(=O)C1CC1)N1C(=O)[C@](CCO[Si](C(C)C)(C(C)C)C(C)C)(CCN2CCOCC2)C[C@H](c2cccc(Cl)c2)[C@H]1c1ccc(Cl)cc1, predict the reactants needed to synthesize it. The reactants are: C1COCCN1.CC[C@@H](CN(C)S(=O)(=O)C1CC1)N1C(=O)[C@@](CC=O)(CCO[Si](C(C)C)(C(C)C)C(C)C)C[C@H](c2cccc(Cl)c2)[C@H]1c1ccc(Cl)cc1. (9) Given the product O=C(CSc1nc(-c2cccc(NC(=O)[C@@H]3Cc4ccccc4CN3)c2)cs1)NC1CCN(Cc2ccc(Cl)c(Cl)c2)CC1, predict the reactants needed to synthesize it. The reactants are: CC(C)(C)OC(=O)N1Cc2ccccc2C[C@H]1C(=O)Nc1cccc(-c2csc(SCC(=O)NC3CCN(Cc4ccc(Cl)c(Cl)c4)CC3)n2)c1.